Dataset: CYP1A2 inhibition data for predicting drug metabolism from PubChem BioAssay. Task: Regression/Classification. Given a drug SMILES string, predict its absorption, distribution, metabolism, or excretion properties. Task type varies by dataset: regression for continuous measurements (e.g., permeability, clearance, half-life) or binary classification for categorical outcomes (e.g., BBB penetration, CYP inhibition). Dataset: cyp1a2_veith. (1) The molecule is [N-]=[N+]=Nc1ccc([As](=O)(O)O)cc1. The result is 0 (non-inhibitor). (2) The drug is CO[C@@H]1/C=C\CC(=O)N2CCC[C@@H]2C(=O)OC[C@H](C)C(=O)OC[C@H]1C. The result is 0 (non-inhibitor). (3) The molecule is Oc1c(Br)cc(CN(Cc2cc(Br)c(O)c(Br)c2)C2CCCCC2)cc1Br. The result is 0 (non-inhibitor). (4) The result is 0 (non-inhibitor). The molecule is COc1ccc(-c2cc(C(=O)Nc3nc4c(C)cccc4s3)c3ccccc3n2)cc1OC. (5) The compound is COc1ccc2c(c1)CCCC21NC(=O)N(CC(N)=O)C1=O. The result is 0 (non-inhibitor).